This data is from Reaction yield outcomes from USPTO patents with 853,638 reactions. The task is: Predict the reaction yield, written as a fraction of the theoretical maximum amount of product (1.0 means a 100% yield; for example, 0.34 means a 34% yield). (1) The reactants are [Br:1][C:2]1[C:3]([N:23]2[CH2:27][CH2:26][CH2:25][C:24]2=[O:28])=[CH:4][C:5]2[O:9][C:8]([C:10]3[CH:15]=[CH:14][C:13]([F:16])=[CH:12][CH:11]=3)=[C:7]([C:17]([O:19]CC)=[O:18])[C:6]=2[CH:22]=1.[Li+].[OH-]. The catalyst is O1CCOCC1.O. The product is [Br:1][C:2]1[C:3]([N:23]2[CH2:27][CH2:26][CH2:25][C:24]2=[O:28])=[CH:4][C:5]2[O:9][C:8]([C:10]3[CH:15]=[CH:14][C:13]([F:16])=[CH:12][CH:11]=3)=[C:7]([C:17]([OH:19])=[O:18])[C:6]=2[CH:22]=1. The yield is 0.910. (2) The reactants are Br[C:2]1[N:3]=[CH:4][N:5]([C:7]2[CH:12]=[CH:11][C:10]([O:13][C:14]([F:17])([F:16])[F:15])=[CH:9][CH:8]=2)[CH:6]=1.[C:18]([C:21]1[CH:22]=[CH:23][C:24]([F:30])=[C:25](B(O)O)[CH:26]=1)(=[O:20])[CH3:19].C(=O)([O-])[O-].[K+].[K+]. The catalyst is [Pd].C1(P(C2C=CC=CC=2)C2C=CC=CC=2)C=CC=CC=1.C1(P(C2C=CC=CC=2)C2C=CC=CC=2)C=CC=CC=1.C1(P(C2C=CC=CC=2)C2C=CC=CC=2)C=CC=CC=1.C1(P(C2C=CC=CC=2)C2C=CC=CC=2)C=CC=CC=1.O1CCOCC1. The product is [F:30][C:24]1[CH:25]=[CH:26][C:21]([C:18](=[O:20])[CH3:19])=[CH:22][C:23]=1[C:2]1[N:3]=[CH:4][N:5]([C:7]2[CH:12]=[CH:11][C:10]([O:13][C:14]([F:17])([F:16])[F:15])=[CH:9][CH:8]=2)[CH:6]=1. The yield is 0.880. (3) The yield is 0.800. The reactants are [NH2:1][C:2]1[C:3](Cl)=[N:4][C:5]2[C:10]([N:11]=1)=[CH:9][C:8]([O:12][CH3:13])=[CH:7][CH:6]=2.[CH3:15][O-:16].[Na+]. The product is [NH2:1][C:2]1[C:3]([O:16][CH3:15])=[N:4][C:5]2[C:10]([N:11]=1)=[CH:9][C:8]([O:12][CH3:13])=[CH:7][CH:6]=2. The catalyst is O1CCCC1.CO. (4) The reactants are [C:1]([NH:4][CH2:5][CH:6]([NH:14]C(=O)OC(C)(C)C)[C:7]1[CH:12]=[CH:11][C:10]([Cl:13])=[CH:9][CH:8]=1)(=[O:3])[CH3:2].FC(F)(F)C(O)=O. No catalyst specified. The product is [NH2:14][CH:6]([C:7]1[CH:8]=[CH:9][C:10]([Cl:13])=[CH:11][CH:12]=1)[CH2:5][NH:4][C:1](=[O:3])[CH3:2]. The yield is 0.970. (5) The reactants are [F:1][C:2]1[C:7]2[O:8][CH2:9][O:10][C:6]=2[CH:5]=[C:4]([CH2:11]O)[CH:3]=1.C([O-])(O)=O.[Na+].O=S(Cl)[Cl:20]. No catalyst specified. The product is [Cl:20][CH2:11][C:4]1[CH:3]=[C:2]([F:1])[C:7]2[O:8][CH2:9][O:10][C:6]=2[CH:5]=1. The yield is 0.920. (6) The reactants are [CH3:1][O:2][C:3]1[CH:4]=[CH:5][C:6]2[CH2:18][C:17]3[C:16]4[CH:15]=[CH:14][N:13]=[CH:12][C:11]=4[O:10][C:9]=3[C:8]([CH3:20])([CH3:19])[C:7]=2[CH:21]=1.Cl([O-])=[O:23].[Na+].ON1C(=O)C2=CC=CC=C2C1=O.C(OCC)(=O)C. The catalyst is C(#N)C.O. The product is [CH3:1][O:2][C:3]1[CH:4]=[CH:5][C:6]2[C:18](=[O:23])[C:17]3[C:16]4[CH:15]=[CH:14][N:13]=[CH:12][C:11]=4[O:10][C:9]=3[C:8]([CH3:19])([CH3:20])[C:7]=2[CH:21]=1. The yield is 0.570.